This data is from TCR-epitope binding with 47,182 pairs between 192 epitopes and 23,139 TCRs. The task is: Binary Classification. Given a T-cell receptor sequence (or CDR3 region) and an epitope sequence, predict whether binding occurs between them. The epitope is NLDSKVGGNY. The TCR CDR3 sequence is CASSLGPEAPLFF. Result: 0 (the TCR does not bind to the epitope).